From a dataset of Catalyst prediction with 721,799 reactions and 888 catalyst types from USPTO. Predict which catalyst facilitates the given reaction. Reactant: [Br:1][C:2]1[CH:7]=[CH:6][C:5](F)=[C:4]([N+:9]([O-:11])=[O:10])[CH:3]=1.[C:12]1([NH2:19])[CH:17]=[CH:16][CH:15]=[C:14]([NH2:18])[CH:13]=1.CCN(C(C)C)C(C)C. Product: [Br:1][C:2]1[CH:7]=[CH:6][C:5]([NH:18][C:14]2[CH:15]=[CH:16][CH:17]=[C:12]([NH2:19])[CH:13]=2)=[C:4]([N+:9]([O-:11])=[O:10])[CH:3]=1. The catalyst class is: 37.